Dataset: Full USPTO retrosynthesis dataset with 1.9M reactions from patents (1976-2016). Task: Predict the reactants needed to synthesize the given product. (1) Given the product [ClH:20].[NH2:2][CH:3]1[CH:12]([CH2:13][C:14]2[CH:19]=[CH:18][CH:17]=[CH:16][CH:15]=2)[C:11]2[CH:10]=[C:9]([O:22][CH2:23][CH2:24][NH:25][S:26]([CH3:29])(=[O:28])=[O:27])[CH:8]=[CH:7][C:6]=2[CH2:5][CH2:4]1, predict the reactants needed to synthesize it. The reactants are: Cl.[NH2:2][CH:3]1[CH:12]([CH2:13][C:14]2[CH:19]=[CH:18][C:17]([Cl:20])=[C:16](Cl)[CH:15]=2)[C:11]2[CH:10]=[C:9]([O:22][CH2:23][CH2:24][NH:25][S:26]([CH3:29])(=[O:28])=[O:27])[CH:8]=[CH:7][C:6]=2[CH2:5][CH2:4]1.O.NN.O.C(Cl)Cl. (2) Given the product [CH3:53][C:52]([CH3:55])([CH3:54])[CH2:51][O:50][C:48]([N:44]1[CH2:45][CH2:46][N:41]([C:38]2[CH:39]=[CH:40][C:35]([C:32]3[CH:31]=[CH:30][C:29]([CH2:28][C:11]4[N:12]([C:14]5[CH:15]=[CH:16][C:17]([N:20]6[CH2:21][C:22](=[O:27])[NH:23][S:24]6(=[O:26])=[O:25])=[CH:18][CH:19]=5)[CH:13]=[C:9]([C:3]5[CH:4]=[CH:5][C:6]([Cl:8])=[CH:7][C:2]=5[Cl:1])[N:10]=4)=[CH:34][CH:33]=3)=[CH:36][CH:37]=2)[CH2:42][CH2:43]1)=[O:49], predict the reactants needed to synthesize it. The reactants are: [Cl:1][C:2]1[CH:7]=[C:6]([Cl:8])[CH:5]=[CH:4][C:3]=1[C:9]1[N:10]=[C:11]([CH2:28][C:29]2[CH:34]=[CH:33][C:32]([C:35]3[CH:40]=[CH:39][C:38]([N:41]4[CH2:46][CH2:45][NH:44][CH2:43][CH2:42]4)=[CH:37][CH:36]=3)=[CH:31][CH:30]=2)[N:12]([C:14]2[CH:19]=[CH:18][C:17]([N:20]3[S:24](=[O:26])(=[O:25])[NH:23][C:22](=[O:27])[CH2:21]3)=[CH:16][CH:15]=2)[CH:13]=1.Cl[C:48]([O:50][CH2:51][C:52]([CH3:55])([CH3:54])[CH3:53])=[O:49]. (3) Given the product [ClH:2].[Cl:14][C:6]1[C:7]([NH:9][CH:10]2[CH2:13][CH2:12][CH2:11]2)=[N:8][C:3]([NH:23][C:22]2[CH:21]=[CH:20][C:19]([O:18][CH:15]([CH3:17])[CH3:16])=[CH:25][CH:24]=2)=[N:4][CH:5]=1, predict the reactants needed to synthesize it. The reactants are: Cl.[Cl:2][C:3]1[N:8]=[C:7]([NH:9][CH:10]2[CH2:13][CH2:12][CH2:11]2)[C:6]([Cl:14])=[CH:5][N:4]=1.[CH:15]([O:18][C:19]1[CH:25]=[CH:24][C:22]([NH2:23])=[CH:21][CH:20]=1)([CH3:17])[CH3:16]. (4) Given the product [F:1][C:2]([F:7])([F:6])[C:3]([OH:5])=[O:4].[F:6][C:2]1([F:7])[CH2:9][CH:8]([O:12][C:13]2[CH:18]=[CH:17][N:16]=[C:15]([CH2:19][C:20]([NH2:31])=[O:22])[CH:14]=2)[CH2:3]1, predict the reactants needed to synthesize it. The reactants are: [F:1][C:2]([F:7])([F:6])[C:3]([OH:5])=[O:4].[CH:8]1([O:12][C:13]2[CH:18]=[CH:17][N:16]=[C:15]([CH2:19][C:20]([O:22]C(C)(C)C)=O)[CH:14]=2)CC[CH2:9]1.S(Cl)(Cl)=O.[NH3:31].CO.